This data is from Experimentally validated miRNA-target interactions with 360,000+ pairs, plus equal number of negative samples. The task is: Binary Classification. Given a miRNA mature sequence and a target amino acid sequence, predict their likelihood of interaction. (1) The protein sequence of the target gene is MYPSNKKKKVWREEKERLLKMTLEERRKEYIRDYVSLSTILSWKEEMKSKGQNDEENTQEAPQMKKSLSEKVSLYRGDITLLEVDAIVNAANASLLGGGGVDGCIHRAAGPCLLAECRNLNGCETGHAKITCGYDLPAKYVIHTVGPIARGHINGSHKEDLANCYQSSLKLVKENNLRSVAFPCISTGIYGFPNEPAAVIALGTIKEWLAKNHQEVDRIIFCVFLEVDFKIYKKKMNEFFPVDDNNEGTDADMKEDSEGPEPKGLSPPHKKSKAKKPESSKDSSEDESGPEEKQTAEEME.... The miRNA is mmu-miR-6901-3p with sequence GACCUUCUGUGUUCUUGCAG. Result: 0 (no interaction). (2) The miRNA is hsa-miR-623 with sequence AUCCCUUGCAGGGGCUGUUGGGU. The protein sequence of the target gene is MAAVVEVEVGGGALAERELDEVDMSDLSPEEQWRVEHARMHAKHRGHEAMHAEMVLILIATLVVAQLLLVQWKQRHPRSYNMVTLFQMWVVPLYFTVKLHWWRFLVIWIFFSAVTAFVTFRATRKPLVQTTPRLVYKWFLLIYKISYATGIVGYMAVMFTLFGLNLLFKIKPEDAMDFGISLLFYGLYYGVLERDFAEMCADYMASTIGFYSESGMPTKHLSDSVCAVCGQQIFVDVNEEGIIENTYRLSCNHVFHEFCIRGWCIVGKKQTCPYCKEKVDLKRMFSNPWERPHVMYGQLL.... Result: 0 (no interaction). (3) The miRNA is hsa-miR-4708-5p with sequence AGAGAUGCCGCCUUGCUCCUU. The protein sequence of the target gene is MGPTRVPRRTVLFQRERTGLTYRVPALLCVPPRPTLLAFAEQRLSPDDSHAHRLVLRRGTLTRGSVRWGTLSVLETAVLEEHRSMNPCPVLDEHSGTIFLFFIAVLGHTPEAVQIATGKNAARLCCVTSCDAGLTWGSVRDLTEEAIGAALQDWATFAVGPGHGVQLRSGRLLVPAYTYHVDRRECFGKICWTSPHSLAFYSDDHGISWHCGGLVPNLRSGECQLAAVDGDFLYCNARSPLGNRVQALSADEGTSFLPGELVPTLAETARGCQGSIVGFLAPPSIEPQDDRWTGSPRNTP.... Result: 0 (no interaction).